This data is from Forward reaction prediction with 1.9M reactions from USPTO patents (1976-2016). The task is: Predict the product of the given reaction. Given the reactants Br[CH2:2][CH2:3][CH2:4][CH2:5][CH2:6][CH2:7][CH2:8][CH2:9][CH2:10][CH2:11][CH2:12][C:13]([O:15][CH3:16])=[O:14].[CH3:17][S-:18].[Na+], predict the reaction product. The product is: [CH3:17][S:18][CH2:2][CH2:3][CH2:4][CH2:5][CH2:6][CH2:7][CH2:8][CH2:9][CH2:10][CH2:11][CH2:12][C:13]([O:15][CH3:16])=[O:14].